This data is from NCI-60 drug combinations with 297,098 pairs across 59 cell lines. The task is: Regression. Given two drug SMILES strings and cell line genomic features, predict the synergy score measuring deviation from expected non-interaction effect. (1) Drug 1: CN(C)C1=NC(=NC(=N1)N(C)C)N(C)C. Drug 2: C1C(C(OC1N2C=NC3=C(N=C(N=C32)Cl)N)CO)O. Cell line: OVCAR-5. Synergy scores: CSS=-0.903, Synergy_ZIP=-0.925, Synergy_Bliss=0.530, Synergy_Loewe=-12.1, Synergy_HSA=-3.16. (2) Drug 1: CC=C1C(=O)NC(C(=O)OC2CC(=O)NC(C(=O)NC(CSSCCC=C2)C(=O)N1)C(C)C)C(C)C. Drug 2: CC1CCC2CC(C(=CC=CC=CC(CC(C(=O)C(C(C(=CC(C(=O)CC(OC(=O)C3CCCCN3C(=O)C(=O)C1(O2)O)C(C)CC4CCC(C(C4)OC)OCCO)C)C)O)OC)C)C)C)OC. Cell line: K-562. Synergy scores: CSS=51.1, Synergy_ZIP=-3.37, Synergy_Bliss=-5.73, Synergy_Loewe=-21.1, Synergy_HSA=-3.97. (3) Drug 1: CCCCCOC(=O)NC1=NC(=O)N(C=C1F)C2C(C(C(O2)C)O)O. Drug 2: CC12CCC3C(C1CCC2O)C(CC4=C3C=CC(=C4)O)CCCCCCCCCS(=O)CCCC(C(F)(F)F)(F)F. Cell line: PC-3. Synergy scores: CSS=3.07, Synergy_ZIP=-1.45, Synergy_Bliss=0.408, Synergy_Loewe=-0.000149, Synergy_HSA=0.341. (4) Synergy scores: CSS=51.2, Synergy_ZIP=-2.57, Synergy_Bliss=-2.74, Synergy_Loewe=-3.11, Synergy_HSA=2.13. Cell line: HCC-2998. Drug 2: CCN(CC)CCCC(C)NC1=C2C=C(C=CC2=NC3=C1C=CC(=C3)Cl)OC. Drug 1: COC1=CC(=CC(=C1O)OC)C2C3C(COC3=O)C(C4=CC5=C(C=C24)OCO5)OC6C(C(C7C(O6)COC(O7)C8=CC=CS8)O)O. (5) Drug 1: COC1=CC(=CC(=C1O)OC)C2C3C(COC3=O)C(C4=CC5=C(C=C24)OCO5)OC6C(C(C7C(O6)COC(O7)C8=CC=CS8)O)O. Drug 2: CS(=O)(=O)OCCCCOS(=O)(=O)C. Cell line: RXF 393. Synergy scores: CSS=23.3, Synergy_ZIP=-6.50, Synergy_Bliss=-1.09, Synergy_Loewe=1.66, Synergy_HSA=2.13. (6) Drug 1: CCC1(CC2CC(C3=C(CCN(C2)C1)C4=CC=CC=C4N3)(C5=C(C=C6C(=C5)C78CCN9C7C(C=CC9)(C(C(C8N6C=O)(C(=O)OC)O)OC(=O)C)CC)OC)C(=O)OC)O.OS(=O)(=O)O. Drug 2: C1=NC2=C(N=C(N=C2N1C3C(C(C(O3)CO)O)F)Cl)N. Cell line: OVCAR3. Synergy scores: CSS=41.7, Synergy_ZIP=-1.91, Synergy_Bliss=-2.40, Synergy_Loewe=-16.9, Synergy_HSA=-0.324.